This data is from Reaction yield outcomes from USPTO patents with 853,638 reactions. The task is: Predict the reaction yield, written as a fraction of the theoretical maximum amount of product (1.0 means a 100% yield; for example, 0.34 means a 34% yield). (1) The reactants are [C:1](Cl)(=[O:3])[CH3:2].CN(C1C=CC=CN=1)C.N1C=CC=CC=1.[F:20][C:21]([F:50])([F:49])[C:22]1[CH:23]=[C:24]([CH:42]=[C:43]([C:45]([F:48])([F:47])[F:46])[CH:44]=1)[CH2:25][N:26]([CH:30]1[CH2:36][CH2:35][CH2:34][NH:33][C:32]2[CH:37]=[C:38]([Cl:41])[CH:39]=[CH:40][C:31]1=2)[C:27](=[O:29])[CH3:28]. The catalyst is ClCCl. The product is [C:1]([N:33]1[CH2:34][CH2:35][CH2:36][CH:30]([N:26]([CH2:25][C:24]2[CH:42]=[C:43]([C:45]([F:46])([F:47])[F:48])[CH:44]=[C:22]([C:21]([F:20])([F:49])[F:50])[CH:23]=2)[C:27](=[O:29])[CH3:28])[C:31]2[CH:40]=[CH:39][C:38]([Cl:41])=[CH:37][C:32]1=2)(=[O:3])[CH3:2]. The yield is 0.890. (2) The reactants are Br[C:2]1[N:3]([CH:24]([CH3:26])[CH3:25])[C:4]2[C:9]([N:10]=1)=[C:8]([C:11]1[CH:12]=[N:13][C:14]([NH2:17])=[N:15][CH:16]=1)[N:7]=[C:6]([N:18]1[CH2:23][CH2:22][O:21][CH2:20][CH2:19]1)[N:5]=2.[CH3:27][Zn]C.CO. The catalyst is O1CCOCC1.C1C=CC(P(C2C=CC=CC=2)[C-]2C=CC=C2)=CC=1.C1C=CC(P(C2C=CC=CC=2)[C-]2C=CC=C2)=CC=1.Cl[Pd]Cl.[Fe+2]. The product is [CH:24]([N:3]1[C:2]([CH3:27])=[N:10][C:9]2[C:4]1=[N:5][C:6]([N:18]1[CH2:23][CH2:22][O:21][CH2:20][CH2:19]1)=[N:7][C:8]=2[C:11]1[CH:12]=[N:13][C:14]([NH2:17])=[N:15][CH:16]=1)([CH3:26])[CH3:25]. The yield is 0.470. (3) The reactants are Cl[CH2:2][C:3]1[N:7]=[C:6]([C:8]2[CH:13]=[CH:12][CH:11]=[C:10]([Cl:14])[CH:9]=2)[O:5][N:4]=1.[Li+].[Br-:16].CC(=O)OCC. The catalyst is C1COCC1. The product is [Br:16][CH2:2][C:3]1[N:7]=[C:6]([C:8]2[CH:13]=[CH:12][CH:11]=[C:10]([Cl:14])[CH:9]=2)[O:5][N:4]=1. The yield is 0.850. (4) The reactants are [CH3:1][CH:2]([CH3:8])[C@H:3]([NH:6][CH3:7])[CH2:4][OH:5].[Cl:9][C:10]1[CH:18]=[CH:17][C:13]([C:14](Cl)=[O:15])=[CH:12][CH:11]=1.[C:19]([O-:22])([O-])=O.[Na+].[Na+]. The catalyst is C(Cl)Cl. The product is [Cl:9][C:10]1[CH:18]=[CH:17][C:13]([C:14]([O:5][CH2:4][C@@H:3]([N:6]([CH3:7])[C:19](=[O:22])[C:13]2[CH:17]=[CH:18][C:10]([Cl:9])=[CH:11][CH:12]=2)[CH:2]([CH3:8])[CH3:1])=[O:15])=[CH:12][CH:11]=1. The yield is 0.980. (5) The reactants are [CH3:1][NH:2][C:3]([C:5]1[CH:6]=[C:7]([O:11][C:12]2[CH:13]=[CH:14][C:15]([NH:18][C:19]([NH:21][C:22]3[CH:23]=[CH:24][C:25]([Cl:32])=[C:26]([C:28]([F:31])([F:30])[F:29])[CH:27]=3)=[O:20])=[CH:16][CH:17]=2)[CH:8]=[CH:9][N:10]=1)=[O:4].[ClH:33].C(OC(C)C)(C)C. The catalyst is CO. The product is [CH3:1][NH:2][C:3]([C:5]1[CH:6]=[C:7]([O:11][C:12]2[CH:17]=[CH:16][C:15]([NH:18][C:19]([NH:21][C:22]3[CH:23]=[CH:24][C:25]([Cl:32])=[C:26]([C:28]([F:31])([F:29])[F:30])[CH:27]=3)=[O:20])=[CH:14][CH:13]=2)[CH:8]=[CH:9][N:10]=1)=[O:4].[ClH:33]. The yield is 0.747. (6) The reactants are [N:1]([O-])=O.[Na+].[NH2:5][C:6]1[CH:7]=[C:8]([OH:13])[CH:9]=[CH:10][C:11]=1[Cl:12].[Sn](Cl)Cl. The catalyst is O.Cl.[OH-].[Na+]. The product is [ClH:12].[Cl:12][C:11]1[CH:10]=[CH:9][C:8]([OH:13])=[CH:7][C:6]=1[NH:5][NH2:1]. The yield is 0.270.